Predict which catalyst facilitates the given reaction. From a dataset of Catalyst prediction with 721,799 reactions and 888 catalyst types from USPTO. (1) Reactant: [Cl:1][C:2]1[C:3]2[CH:10]=[CH:9][NH:8][C:4]=2[N:5]=[CH:6][N:7]=1.[H-].[Na+].Cl[CH2:14][O:15][CH2:16][CH2:17][Si:18]([CH3:21])([CH3:20])[CH3:19].O. Product: [Cl:1][C:2]1[C:3]2[CH:10]=[CH:9][N:8]([CH2:14][O:15][CH2:16][CH2:17][Si:18]([CH3:21])([CH3:20])[CH3:19])[C:4]=2[N:5]=[CH:6][N:7]=1. The catalyst class is: 1. (2) Reactant: [CH2:1]([C:8]1[CH:13]=[CH:12][N:11]=[CH:10][CH:9]=1)[C:2]1[CH:7]=[CH:6][CH:5]=[CH:4][CH:3]=1.[CH2:14]([Br:21])[C:15]1[CH:20]=[CH:19][CH:18]=[CH:17][CH:16]=1. Product: [Br-:21].[CH2:14]([N+:11]1[CH:12]=[CH:13][C:8]([CH2:1][C:2]2[CH:3]=[CH:4][CH:5]=[CH:6][CH:7]=2)=[CH:9][CH:10]=1)[C:15]1[CH:20]=[CH:19][CH:18]=[CH:17][CH:16]=1. The catalyst class is: 21. (3) Reactant: [NH2:1][C:2]1[CH:7]=[CH:6][CH:5]=[CH:4][CH:3]=1.C[Al](C)C.CCCCCC.[Cl:18][C:19]1[C:27]([F:28])=[CH:26][CH:25]=[C:24]2[C:20]=1[CH2:21][CH2:22][N:23]2[C@H:29]1[CH2:33][CH2:32][O:31][C:30]1=[O:34]. Product: [Cl:18][C:19]1[C:27]([F:28])=[CH:26][CH:25]=[C:24]2[C:20]=1[CH2:21][CH2:22][N:23]2[C@@H:29]([CH2:33][CH2:32][OH:31])[C:30]([NH:1][C:2]1[CH:7]=[CH:6][CH:5]=[CH:4][CH:3]=1)=[O:34]. The catalyst class is: 2.